This data is from Reaction yield outcomes from USPTO patents with 853,638 reactions. The task is: Predict the reaction yield, written as a fraction of the theoretical maximum amount of product (1.0 means a 100% yield; for example, 0.34 means a 34% yield). The reactants are Br[C:2]1[S:3][CH:4]=[CH:5][C:6]=1[CH3:7].[Li]CCCC.C(O[B:17]1[O:21][C:20]([CH3:23])([CH3:22])[C:19]([CH3:25])([CH3:24])[O:18]1)(C)C. The catalyst is C1COCC1. The product is [CH3:24][C:19]1([CH3:25])[C:20]([CH3:23])([CH3:22])[O:21][B:17]([C:2]2[S:3][CH:4]=[CH:5][C:6]=2[CH3:7])[O:18]1. The yield is 0.530.